Dataset: Catalyst prediction with 721,799 reactions and 888 catalyst types from USPTO. Task: Predict which catalyst facilitates the given reaction. (1) Reactant: [CH2:1]([O:3][C:4](=[O:11])[CH:5]=[C:6]([NH2:10])[CH:7]([CH3:9])[CH3:8])[CH3:2].[C:12]([O:16][CH3:17])(=[O:15])[C:13]#[CH:14]. Product: [CH3:17][O:16][C:12](=[O:15])[CH:13]=[CH:14][C:5](=[C:6]([NH2:10])[CH:7]([CH3:8])[CH3:9])[C:4]([O:3][CH2:1][CH3:2])=[O:11]. The catalyst class is: 58. (2) Reactant: [OH-].[K+].[CH3:3][C:4]1[C:13]2[C:8](=[C:9]([C:18](=[O:20])[CH3:19])[C:10]([O:14][CH2:15][CH:16]=[CH2:17])=[CH:11][CH:12]=2)[O:7][C:6](=[O:21])[CH:5]=1.[CH:22](=O)[C:23]1[CH:28]=[CH:27][CH:26]=[CH:25][CH:24]=1. Product: [CH3:3][C:4]1[C:13]2[C:8](=[C:9]([C:18](=[O:20])[CH:19]=[CH:22][C:23]3[CH:28]=[CH:27][CH:26]=[CH:25][CH:24]=3)[C:10]([O:14][CH2:15][CH:16]=[CH2:17])=[CH:11][CH:12]=2)[O:7][C:6](=[O:21])[CH:5]=1. The catalyst class is: 40. (3) Product: [NH2:1][C:2]1[N:7]=[CH:6][N:5]=[C:4]2[N:8]([C@@H:12]3[CH2:17][CH2:16][CH2:15][N:14]([C:18]([O:20][C:21]([CH3:24])([CH3:23])[CH3:22])=[O:19])[CH2:13]3)[N:9]=[C:10]([C:32]3[CH:31]=[CH:30][C:29]([O:28][C:27]4[CH:38]=[CH:39][CH:40]=[CH:41][C:26]=4[F:25])=[CH:34][CH:33]=3)[C:3]=12. The catalyst class is: 70. Reactant: [NH2:1][C:2]1[N:7]=[CH:6][N:5]=[C:4]2[N:8]([C@@H:12]3[CH2:17][CH2:16][CH2:15][N:14]([C:18]([O:20][C:21]([CH3:24])([CH3:23])[CH3:22])=[O:19])[CH2:13]3)[N:9]=[C:10](I)[C:3]=12.[F:25][C:26]1[CH:41]=[CH:40][CH:39]=[CH:38][C:27]=1[O:28][C:29]1[CH:34]=[CH:33][C:32](B(O)O)=[CH:31][CH:30]=1.C(=O)([O-])[O-].[Na+].[Na+]. (4) Reactant: [CH3:1][O:2][CH:3]1[CH2:10][CH:9]2[CH:5]([CH2:6][C:7](=[O:11])[CH2:8]2)[CH2:4]1.[BH4-].[Na+].O.CC(C)=O. Product: [CH3:1][O:2][CH:3]1[CH2:10][CH:9]2[CH:5]([CH2:6][CH:7]([OH:11])[CH2:8]2)[CH2:4]1. The catalyst class is: 5. (5) Reactant: [NH:1]1[CH2:6][CH2:5][CH:4]([C:7]([NH:9][C:10]2[CH:11]=[C:12]([C:16]3[N:25]=[C:24]([NH:26][C:27]4[CH:28]=[C:29]5[C:33](=[CH:34][CH:35]=4)[N:32](C(OC(C)(C)C)=O)[N:31]=[CH:30]5)[C:23]4[C:18](=[CH:19][CH:20]=[CH:21][CH:22]=4)[N:17]=3)[CH:13]=[CH:14][CH:15]=2)=[O:8])[CH2:3][CH2:2]1.C(O)(C(F)(F)F)=O. Product: [NH:32]1[C:33]2[C:29](=[CH:28][C:27]([NH:26][C:24]3[C:23]4[C:18](=[CH:19][CH:20]=[CH:21][CH:22]=4)[N:17]=[C:16]([C:12]4[CH:11]=[C:10]([NH:9][C:7]([CH:4]5[CH2:3][CH2:2][NH:1][CH2:6][CH2:5]5)=[O:8])[CH:15]=[CH:14][CH:13]=4)[N:25]=3)=[CH:35][CH:34]=2)[CH:30]=[N:31]1. The catalyst class is: 2. (6) Reactant: [Cl:1][C:2]1[CH:20]=[C:19]([OH:21])[CH:18]=[CH:17][C:3]=1[CH2:4][CH:5]1[CH2:9][CH2:8][N:7]([CH:10]2[CH2:15][CH2:14][CH2:13][CH2:12][CH2:11]2)[C:6]1=[O:16].C(=O)([O-])[O-].[Cs+].[Cs+].Br[CH2:29][C:30]([F:33])([F:32])[F:31]. The catalyst class is: 9. Product: [Cl:1][C:2]1[CH:20]=[C:19]([O:21][CH2:29][C:30]([F:33])([F:32])[F:31])[CH:18]=[CH:17][C:3]=1[CH2:4][CH:5]1[CH2:9][CH2:8][N:7]([CH:10]2[CH2:11][CH2:12][CH2:13][CH2:14][CH2:15]2)[C:6]1=[O:16]. (7) Reactant: [OH:1][C:2]1[CH:10]=[CH:9][C:5]([CH2:6][CH2:7][Cl:8])=[CH:4][CH:3]=1.[C:11](Cl)(=[O:15])[CH2:12][CH2:13][CH3:14].N1C=CC=CC=1. Product: [Cl:8][CH2:7][CH2:6][C:5]1[CH:9]=[CH:10][C:2]([O:1][C:11](=[O:15])[CH2:12][CH2:13][CH3:14])=[CH:3][CH:4]=1. The catalyst class is: 4.